Dataset: Reaction yield outcomes from USPTO patents with 853,638 reactions. Task: Predict the reaction yield, written as a fraction of the theoretical maximum amount of product (1.0 means a 100% yield; for example, 0.34 means a 34% yield). (1) The reactants are Cl[C:2]1[N:7]=[C:6]([C:8]2[S:12][C:11]([N:13]([CH2:18]C)[CH2:14][CH2:15][O:16][CH3:17])=[N:10][C:9]=2[C:20]2[C:21]([F:36])=[C:22]([NH:26][S:27]([CH:30]3[CH2:35][CH2:34][CH2:33][CH2:32][CH2:31]3)(=[O:29])=[O:28])[CH:23]=[CH:24][CH:25]=2)[CH:5]=[CH:4][N:3]=1.[NH4+:37].[OH-]. The catalyst is O.Cl.C(Cl)Cl. The product is [NH2:37][C:2]1[N:7]=[C:6]([C:8]2[S:12][C:11]([N:13]3[CH2:18][CH2:17][O:16][CH2:15][CH2:14]3)=[N:10][C:9]=2[C:20]2[C:21]([F:36])=[C:22]([NH:26][S:27]([CH:30]3[CH2:35][CH2:34][CH2:33][CH2:32][CH2:31]3)(=[O:28])=[O:29])[CH:23]=[CH:24][CH:25]=2)[CH:5]=[CH:4][N:3]=1. The yield is 0.410. (2) The reactants are [C:1]([C:3]([C:6]1[CH:7]=[C:8]([CH:13]=[CH:14][C:15]=1[O:16][CH3:17])[C:9]([O:11]C)=[O:10])([CH3:5])[CH3:4])#[N:2].O[Li].O. The catalyst is C1COCC1.O. The product is [C:1]([C:3]([C:6]1[CH:7]=[C:8]([CH:13]=[CH:14][C:15]=1[O:16][CH3:17])[C:9]([OH:11])=[O:10])([CH3:5])[CH3:4])#[N:2]. The yield is 0.980. (3) The reactants are [OH:1][C:2]1[CH:3]=[C:4]([CH:10]=[CH:11][C:12]=1[O:13][CH3:14])[CH:5]=[CH:6][C:7](O)=[O:8].C(OC(=O)C(C)(C)C)(=O)C(C)(C)C.[H][H]. The catalyst is C([O-])(=O)C.[Pd+2].C([O-])(=O)C.C1(C)C=CC(P(C2C=CC(C)=CC=2)C2C=CC(C)=CC=2)=CC=1. The product is [OH:1][C:2]1[CH:3]=[C:4]([CH:10]=[CH:11][C:12]=1[O:13][CH3:14])[CH:5]=[CH:6][CH:7]=[O:8]. The yield is 0.490. (4) The reactants are [Cl:1][C:2]1[CH:7]=[CH:6][C:5]([C:8]2[O:12][N:11]=[C:10]([C:13]3[CH:22]=[CH:21][C:16]([C:17]([O:19]C)=[O:18])=[CH:15][CH:14]=3)[CH:9]=2)=[CH:4][CH:3]=1.[OH-].[Na+].O1CCCC1.Cl. The catalyst is O.CO. The product is [Cl:1][C:2]1[CH:3]=[CH:4][C:5]([C:8]2[O:12][N:11]=[C:10]([C:13]3[CH:22]=[CH:21][C:16]([C:17]([OH:19])=[O:18])=[CH:15][CH:14]=3)[CH:9]=2)=[CH:6][CH:7]=1. The yield is 0.920. (5) The reactants are [N+:1]([C:4]1[C:5](=[O:15])[NH:6][C:7](=[O:14])[N:8]([CH2:11][CH2:12][CH3:13])[C:9]=1[CH3:10])([O-:3])=[O:2].[CH:16](=O)[C:17]1[CH:22]=[CH:21][CH:20]=[CH:19][CH:18]=1.N1CCCCC1. The catalyst is C(O)C. The product is [N+:1]([C:4]1[C:5](=[O:15])[NH:6][C:7](=[O:14])[N:8]([CH2:11][CH2:12][CH3:13])[C:9]=1[CH:10]=[CH:16][C:17]1[CH:22]=[CH:21][CH:20]=[CH:19][CH:18]=1)([O-:3])=[O:2]. The yield is 0.770. (6) The reactants are [NH2:1][C:2]1[N:7]=[CH:6][N:5]=[C:4]2[N:8]([CH:12]([C:14]3[O:15][C:16]4[C:21]([C:22](=[O:31])[C:23]=3[C:24]3[CH:29]=[CH:28][CH:27]=[C:26]([F:30])[CH:25]=3)=[CH:20][CH:19]=[CH:18][CH:17]=4)[CH3:13])[N:9]=[C:10](I)[C:3]=12.[NH:32]1[C:40]2[C:35](=[CH:36][CH:37]=[C:38](B3OC(C)(C)C(C)(C)O3)[CH:39]=2)[CH:34]=[N:33]1.C(=O)([O-])[O-].[Na+].[Na+].ClCCl. The catalyst is CN(C=O)C.C(O)C.O. The product is [NH2:1][C:2]1[N:7]=[CH:6][N:5]=[C:4]2[N:8]([CH:12]([C:14]3[O:15][C:16]4[C:21]([C:22](=[O:31])[C:23]=3[C:24]3[CH:29]=[CH:28][CH:27]=[C:26]([F:30])[CH:25]=3)=[CH:20][CH:19]=[CH:18][CH:17]=4)[CH3:13])[N:9]=[C:10]([C:38]3[CH:39]=[C:40]4[C:35]([CH:34]=[N:33][NH:32]4)=[CH:36][CH:37]=3)[C:3]=12. The yield is 0.160.